Dataset: CYP2D6 inhibition data for predicting drug metabolism from PubChem BioAssay. Task: Regression/Classification. Given a drug SMILES string, predict its absorption, distribution, metabolism, or excretion properties. Task type varies by dataset: regression for continuous measurements (e.g., permeability, clearance, half-life) or binary classification for categorical outcomes (e.g., BBB penetration, CYP inhibition). Dataset: cyp2d6_veith. (1) The molecule is Br.CCCCn1c(=N)n(CC(=O)c2ccco2)c2ccccc21. The result is 1 (inhibitor). (2) The drug is C[C@H](NC[C@H](O)CP(=O)(O)CC1CCCCC1)c1ccc(Cl)c(Cl)c1. The result is 0 (non-inhibitor). (3) The result is 0 (non-inhibitor). The molecule is O=C(CNC(=O)c1ccc([N+](=O)[O-])cc1)c1ccccc1. (4) The molecule is C[C@@]12CC[C@@H]3c4ccc(OS(=O)(=O)O)cc4CC[C@H]3[C@H]1CCC2=O. The result is 0 (non-inhibitor). (5) The drug is CC(=O)Nc1nc(NC(C)=O)c2[nH]c(CO)nc2n1. The result is 0 (non-inhibitor). (6) The compound is O=C(O)CCc1nc(-c2ccccc2-n2cccc2)no1. The result is 0 (non-inhibitor). (7) The drug is CCOc1cc(C2NC(=O)NC(c3ccccc3)=C2C(C)=O)ccc1OCC(N)=O. The result is 0 (non-inhibitor). (8) The compound is CCCCC[C@H](O)CCCC(=O)[O-].[Na+]. The result is 0 (non-inhibitor). (9) The compound is COc1ccc(-c2nc3cnc(Nc4cccc(OC)c4)nc3n(Cc3cccs3)c2=O)cc1. The result is 0 (non-inhibitor). (10) The drug is O=C(O)Cc1c[nH]c2ccc(O)cc12. The result is 0 (non-inhibitor).